This data is from Catalyst prediction with 721,799 reactions and 888 catalyst types from USPTO. The task is: Predict which catalyst facilitates the given reaction. (1) Reactant: C([O:3][C:4]([C:6]1[N:7]=[C:8]([NH:11][C:12](=[O:33])[CH:13]([C:20]2[CH:25]=[CH:24][C:23]([O:26][C:27]3[CH:32]=[CH:31][CH:30]=[CH:29][CH:28]=3)=[CH:22][CH:21]=2)[CH2:14][CH:15]2[CH2:19][CH2:18][CH2:17][CH2:16]2)[S:9][CH:10]=1)=O)C.[H-].[Al+3].[Li+].[H-].[H-].[H-]. Product: [CH:15]1([CH2:14][CH:13]([C:20]2[CH:21]=[CH:22][C:23]([O:26][C:27]3[CH:32]=[CH:31][CH:30]=[CH:29][CH:28]=3)=[CH:24][CH:25]=2)[C:12]([NH:11][C:8]2[S:9][CH:10]=[C:6]([CH2:4][OH:3])[N:7]=2)=[O:33])[CH2:16][CH2:17][CH2:18][CH2:19]1. The catalyst class is: 280. (2) Reactant: Cl.[O:2]1[CH:6]=[CH:5][N:4]=[C:3]1[C:7]1[CH:13]=[CH:12][C:10]([NH2:11])=[CH:9][CH:8]=1.[CH:14](O)=O.C([O-])=O.[Na+].P(Cl)(Cl)(Cl)=O.C(N)=O.CCN(C(C)C)C(C)C. Product: [N+:11]([C:10]1[CH:12]=[CH:13][C:7]([C:3]2[O:2][CH:6]=[CH:5][N:4]=2)=[CH:8][CH:9]=1)#[C-:14]. The catalyst class is: 12. (3) Reactant: [Cl:1][C:2]1[CH:7]=[CH:6][CH:5]=[CH:4][C:3]=1[C:8](=[O:13])[CH2:9][C:10](=[O:12])[CH3:11].CO[CH:16](OC)[N:17]([CH3:19])[CH3:18]. Product: [Cl:1][C:2]1[CH:7]=[CH:6][CH:5]=[CH:4][C:3]=1[C:8](=[O:13])[C:9](=[CH:16][N:17]([CH3:19])[CH3:18])[C:10](=[O:12])[CH3:11]. The catalyst class is: 11. (4) Reactant: [CH3:1][C:2]1[CH:3]=[CH:4][C:5]([N+:11]([O-:13])=[O:12])=[C:6]([CH:10]=1)[C:7]([OH:9])=[O:8].S(=O)(=O)(O)O.C1C(=O)N([Br:26])C(=O)C1. Product: [Br:26][C:3]1[C:2]([CH3:1])=[CH:10][C:6]([C:7]([OH:9])=[O:8])=[C:5]([N+:11]([O-:13])=[O:12])[CH:4]=1. The catalyst class is: 6. (5) Reactant: Cl[C:2]1[C:3]2[C:4](=[CH:16][N:17](CC3C=CC(OC)=CC=3)[N:18]=2)[N:5]=[C:6]([C:8]2[CH:13]=[C:12]([F:14])[CH:11]=[C:10]([F:15])[CH:9]=2)[N:7]=1.[CH3:28][O:29][C:30]1[CH:31]=[C:32]([CH:34]=[CH:35][C:36]=1[O:37][CH3:38])[NH2:33].Cl. Product: [F:14][C:12]1[CH:13]=[C:8]([C:6]2[N:7]=[C:2]([NH:33][C:32]3[CH:34]=[CH:35][C:36]([O:37][CH3:38])=[C:30]([O:29][CH3:28])[CH:31]=3)[C:3]3[NH:18][N:17]=[CH:16][C:4]=3[N:5]=2)[CH:9]=[C:10]([F:15])[CH:11]=1. The catalyst class is: 71. (6) Reactant: P(Cl)(Cl)(Cl)=O.[Br:6][C:7]1[CH:16]=[C:15]2[C:10]([C:11]([NH:20][C:21]3[CH:26]=[CH:25][C:24]([CH3:27])=[CH:23][C:22]=3[F:28])=[C:12]([C:17]([NH2:19])=O)[N:13]=[N:14]2)=[CH:9][CH:8]=1.C(N(CC)CC)C. Product: [Br:6][C:7]1[CH:16]=[C:15]2[C:10]([C:11]([NH:20][C:21]3[CH:26]=[CH:25][C:24]([CH3:27])=[CH:23][C:22]=3[F:28])=[C:12]([C:17]#[N:19])[N:13]=[N:14]2)=[CH:9][CH:8]=1. The catalyst class is: 2. (7) The catalyst class is: 10. Reactant: [F:1][C:2]1[CH:3]=[C:4]([OH:11])[CH:5]=[CH:6][C:7]=1[N+:8]([O-:10])=[O:9].C(=O)([O-])[O-].[K+].[K+].Br[CH2:19][CH2:20][CH:21]=[CH2:22]. Product: [CH2:22]([O:11][C:4]1[CH:5]=[CH:6][C:7]([N+:8]([O-:10])=[O:9])=[C:2]([F:1])[CH:3]=1)[CH2:21][CH:20]=[CH2:19]. (8) Reactant: [CH2:1]([O:8][CH2:9][CH2:10][CH2:11][CH2:12][CH2:13][O:14][CH2:15][CH2:16][CH2:17][OH:18])[C:2]1[CH:7]=[CH:6][CH:5]=[CH:4][CH:3]=1.[OH-].[Na+].Br[CH2:22][C:23]([O:25][C:26]([CH3:29])([CH3:28])[CH3:27])=[O:24]. Product: [CH2:1]([O:8][CH2:9][CH2:10][CH2:11][CH2:12][CH2:13][O:14][CH2:15][CH2:16][CH2:17][O:18][CH2:22][C:23]([O:25][C:26]([CH3:29])([CH3:28])[CH3:27])=[O:24])[C:2]1[CH:7]=[CH:6][CH:5]=[CH:4][CH:3]=1. The catalyst class is: 46. (9) Product: [C:47]1([C:62]2[CH:63]=[CH:64][CH:65]=[CH:66][CH:67]=2)[CH:52]=[CH:51][C:50]([NH:53][C:54]([C:56]2([C:59]([N:40]3[CH2:41][CH2:42][CH:37]([O:36][C:35]4[CH:43]=[CH:44][CH:45]=[CH:46][C:34]=4[Cl:33])[CH2:38][CH2:39]3)=[O:60])[CH2:58][CH2:57]2)=[O:55])=[CH:49][CH:48]=1. The catalyst class is: 18. Reactant: C1C=CC2N(O)N=NC=2C=1.CCN(C(C)C)C(C)C.CCN=C=NCCCN(C)C.Cl.Cl.[Cl:33][C:34]1[CH:46]=[CH:45][CH:44]=[CH:43][C:35]=1[O:36][CH:37]1[CH2:42][CH2:41][NH:40][CH2:39][CH2:38]1.[C:47]1([C:62]2[CH:67]=[CH:66][CH:65]=[CH:64][CH:63]=2)[CH:52]=[CH:51][C:50]([NH:53][C:54]([C:56]2([C:59](O)=[O:60])[CH2:58][CH2:57]2)=[O:55])=[CH:49][CH:48]=1.